From a dataset of Full USPTO retrosynthesis dataset with 1.9M reactions from patents (1976-2016). Predict the reactants needed to synthesize the given product. (1) Given the product [F:13][C:14]1[CH:19]=[C:18]([F:20])[CH:17]=[CH:16][C:15]=1[C:21]1[CH:26]=[C:25]([F:27])[CH:24]=[CH:23][C:22]=1[CH:28]([NH:30][S:9]([C:5]1[CH:6]=[CH:7][CH:8]=[C:3]([O:2][CH3:1])[CH:4]=1)(=[O:11])=[O:10])[CH3:29], predict the reactants needed to synthesize it. The reactants are: [CH3:1][O:2][C:3]1[CH:4]=[C:5]([S:9](Cl)(=[O:11])=[O:10])[CH:6]=[CH:7][CH:8]=1.[F:13][C:14]1[CH:19]=[C:18]([F:20])[CH:17]=[CH:16][C:15]=1[C:21]1[CH:26]=[C:25]([F:27])[CH:24]=[CH:23][C:22]=1[CH:28]([NH2:30])[CH3:29].C(N(CC)CC)C. (2) Given the product [CH:14]([NH:1][C@@H:2]([CH2:6][CH3:7])[C:3]([O:5][CH3:8])=[O:4])([CH3:16])[CH3:13], predict the reactants needed to synthesize it. The reactants are: [NH2:1][C@@H:2]([CH2:6][CH3:7])[C:3]([O-:5])=[O:4].[C:8]([O-])(=O)C.[Na+].[CH3:13][C:14]([CH3:16])=O.C(O[BH-](OC(=O)C)OC(=O)C)(=O)C.[Na+].C(=O)([O-])[O-].[Na+].[Na+]. (3) Given the product [CH3:1][C:2]12[O:15][CH:7]1[CH2:6][CH:5]([C:8]1([CH3:10])[O:16][CH2:9]1)[CH2:4][CH2:3]2, predict the reactants needed to synthesize it. The reactants are: [CH3:1][C:2]1[CH2:7][CH2:6][C@@H:5]([C:8]([CH3:10])=[CH2:9])[CH2:4][CH:3]=1.B1([O-])OO1.[OH2:15].[OH2:16].O.O.[Na+].C(OC(=O)C)(=O)C. (4) The reactants are: O.NN.[C:4]([C:6]1[CH:23]=[CH:22][C:9]([CH2:10][N:11]2C(=O)C3=CC=CC=C3C2=O)=[CH:8][CH:7]=1)#[N:5].CO. Given the product [C:4]([C:6]1[CH:23]=[CH:22][C:9]([CH2:10][NH2:11])=[CH:8][CH:7]=1)#[N:5], predict the reactants needed to synthesize it. (5) Given the product [F:10][C:9]1[CH:8]=[CH:7][CH:6]=[C:5]2[C:4]=1[CH:3]=[C:2]([C:13]1[CH:18]=[CH:17][CH:16]=[CH:15][CH:14]=1)[NH:11]2, predict the reactants needed to synthesize it. The reactants are: Br[C:2](Br)=[CH:3][C:4]1[C:9]([F:10])=[CH:8][CH:7]=[CH:6][C:5]=1[NH2:11].[C:13]1(B(O)O)[CH:18]=[CH:17][CH:16]=[CH:15][CH:14]=1.[O-]P([O-])([O-])=O.[K+].[K+].[K+].O. (6) The reactants are: [CH3:1][O:2][CH2:3][CH2:4][O:5][C:6]1[CH:11]=[CH:10][CH:9]=[CH:8][C:7]=1[C:12](=O)[CH2:13][C:14]([C:16]1[CH:21]=[CH:20][C:19]([O:22]CC2C=CC=CC=2)=[C:18]([CH3:30])[CH:17]=1)=O.[NH2:32][C:33]([NH2:35])=[O:34].[ClH:36].O1CCOCC1. Given the product [ClH:36].[OH:22][C:19]1[CH:20]=[CH:21][C:16]([C:14]2[CH:13]=[C:12]([C:7]3[CH:8]=[CH:9][CH:10]=[CH:11][C:6]=3[O:5][CH2:4][CH2:3][O:2][CH3:1])[NH:35][C:33](=[O:34])[N:32]=2)=[CH:17][C:18]=1[CH3:30], predict the reactants needed to synthesize it. (7) Given the product [NH2:1][C:4]1[CH:5]=[C:6]2[CH2:12][CH2:11][CH:10]([C:13]([O:15][CH2:16][CH3:17])=[O:14])[C:7]2=[N:8][CH:9]=1, predict the reactants needed to synthesize it. The reactants are: [N+:1]([C:4]1[CH:5]=[C:6]2[CH2:12][CH2:11][CH:10]([C:13]([O:15][CH2:16][CH3:17])=[O:14])[C:7]2=[N:8][CH:9]=1)([O-])=O.[H][H]. (8) Given the product [Cl:1][C:2]1[CH:7]=[C:6]([N+:8]([O-:10])=[O:9])[CH:5]=[CH:4][C:3]=1[O:22][C:17]1[CH:18]=[CH:19][CH:20]=[C:21]2[C:16]=1[CH:15]=[CH:14][CH:13]=[N:12]2, predict the reactants needed to synthesize it. The reactants are: [Cl:1][C:2]1[CH:7]=[C:6]([N+:8]([O-:10])=[O:9])[CH:5]=[CH:4][C:3]=1F.[N:12]1[C:21]2[CH:20]=[CH:19][CH:18]=[C:17]([OH:22])[C:16]=2[CH:15]=[CH:14][CH:13]=1.C(=O)([O-])[O-].[K+].[K+]. (9) Given the product [Cl:1][C:2]1[CH:7]=[C:6]([F:8])[CH:5]=[CH:4][C:3]=1/[C:9](/[CH2:37][CH3:38])=[C:10](\[C:26]1[CH:31]=[CH:30][C:29](/[CH:32]=[CH:33]/[C:34]([NH:43][S:40]([CH3:39])(=[O:42])=[O:41])=[O:36])=[CH:28][CH:27]=1)/[C:11]1[CH:12]=[C:13]2[C:17](=[CH:18][CH:19]=1)[NH:16][N:15]=[CH:14]2, predict the reactants needed to synthesize it. The reactants are: [Cl:1][C:2]1[CH:7]=[C:6]([F:8])[CH:5]=[CH:4][C:3]=1/[C:9](/[CH2:37][CH3:38])=[C:10](\[C:26]1[CH:31]=[CH:30][C:29](/[CH:32]=[CH:33]/[C:34]([OH:36])=O)=[CH:28][CH:27]=1)/[C:11]1[CH:12]=[C:13]2[C:17](=[CH:18][CH:19]=1)[N:16](C1CCCCO1)[N:15]=[CH:14]2.[CH3:39][S:40]([NH2:43])(=[O:42])=[O:41].C(Cl)CCl.Cl.